Dataset: Retrosynthesis with 50K atom-mapped reactions and 10 reaction types from USPTO. Task: Predict the reactants needed to synthesize the given product. (1) Given the product CCN(CC)CCN(C)c1ccc(-n2ccc(OCc3ccccc3)cc2=O)cc1, predict the reactants needed to synthesize it. The reactants are: C=O.CCN(CC)CCNc1ccc(-n2ccc(OCc3ccccc3)cc2=O)cc1. (2) Given the product Cc1noc([C@H]2CCCN2C(=O)Nc2ccc(C(F)(F)F)cc2)c1Cc1ccc(Cl)cc1, predict the reactants needed to synthesize it. The reactants are: Cc1noc([C@H]2CCCN2)c1Cc1ccc(Cl)cc1.O=C=Nc1ccc(C(F)(F)F)cc1. (3) Given the product CSCC1CN(c2ccc(Br)c(C)n2)C1, predict the reactants needed to synthesize it. The reactants are: CSCC1CNC1.Cc1nc(F)ccc1Br. (4) Given the product O=C(O)c1cccc(-c2cnccn2)c1, predict the reactants needed to synthesize it. The reactants are: Clc1cnccn1.O=C(O)c1cccc(B(O)O)c1. (5) Given the product Cc1ccccc1OC(CCN(C)C)c1ccccc1, predict the reactants needed to synthesize it. The reactants are: CN(C)CCC(O)c1ccccc1.Cc1ccccc1F. (6) Given the product Cc1nc2c3c(nn2c(C)c1Cl)CN(C(=O)c1ccc(F)cc1O[C@@H]1CCN[C@@H](C(F)(F)F)C1)C3, predict the reactants needed to synthesize it. The reactants are: Cc1nc2c3c(nn2c(C)c1Cl)CN(C(=O)c1ccc(F)cc1O[C@@H]1CCN(C(=O)OC(C)(C)C)[C@@H](C(F)(F)F)C1)C3.